The task is: Regression. Given two drug SMILES strings and cell line genomic features, predict the synergy score measuring deviation from expected non-interaction effect.. This data is from NCI-60 drug combinations with 297,098 pairs across 59 cell lines. (1) Drug 1: C1=CC(=C(C=C1I)F)NC2=C(C=CC(=C2F)F)C(=O)NOCC(CO)O. Drug 2: CCC1(C2=C(COC1=O)C(=O)N3CC4=CC5=C(C=CC(=C5CN(C)C)O)N=C4C3=C2)O. Cell line: OVCAR3. Synergy scores: CSS=70.8, Synergy_ZIP=-2.14, Synergy_Bliss=-0.680, Synergy_Loewe=2.52, Synergy_HSA=5.04. (2) Drug 1: CC(CN1CC(=O)NC(=O)C1)N2CC(=O)NC(=O)C2. Drug 2: CC1C(C(=O)NC(C(=O)N2CCCC2C(=O)N(CC(=O)N(C(C(=O)O1)C(C)C)C)C)C(C)C)NC(=O)C3=C4C(=C(C=C3)C)OC5=C(C(=O)C(=C(C5=N4)C(=O)NC6C(OC(=O)C(N(C(=O)CN(C(=O)C7CCCN7C(=O)C(NC6=O)C(C)C)C)C)C(C)C)C)N)C. Cell line: 786-0. Synergy scores: CSS=21.4, Synergy_ZIP=5.62, Synergy_Bliss=7.80, Synergy_Loewe=6.55, Synergy_HSA=8.05. (3) Drug 1: C1=CC(=C2C(=C1NCCNCCO)C(=O)C3=C(C=CC(=C3C2=O)O)O)NCCNCCO. Drug 2: CC1CCC2CC(C(=CC=CC=CC(CC(C(=O)C(C(C(=CC(C(=O)CC(OC(=O)C3CCCCN3C(=O)C(=O)C1(O2)O)C(C)CC4CCC(C(C4)OC)O)C)C)O)OC)C)C)C)OC. Cell line: HCT-15. Synergy scores: CSS=61.5, Synergy_ZIP=-5.40, Synergy_Bliss=-4.11, Synergy_Loewe=1.97, Synergy_HSA=3.80. (4) Drug 1: CC1=C2C(C(=O)C3(C(CC4C(C3C(C(C2(C)C)(CC1OC(=O)C(C(C5=CC=CC=C5)NC(=O)OC(C)(C)C)O)O)OC(=O)C6=CC=CC=C6)(CO4)OC(=O)C)OC)C)OC. Drug 2: CC1C(C(CC(O1)OC2CC(CC3=C2C(=C4C(=C3O)C(=O)C5=CC=CC=C5C4=O)O)(C(=O)C)O)N)O. Cell line: MOLT-4. Synergy scores: CSS=50.9, Synergy_ZIP=-3.33, Synergy_Bliss=-4.50, Synergy_Loewe=-0.673, Synergy_HSA=-0.361. (5) Synergy scores: CSS=3.65, Synergy_ZIP=2.68, Synergy_Bliss=-0.378, Synergy_Loewe=1.18, Synergy_HSA=0.742. Cell line: MDA-MB-231. Drug 1: CCC(=C(C1=CC=CC=C1)C2=CC=C(C=C2)OCCN(C)C)C3=CC=CC=C3.C(C(=O)O)C(CC(=O)O)(C(=O)O)O. Drug 2: C#CCC(CC1=CN=C2C(=N1)C(=NC(=N2)N)N)C3=CC=C(C=C3)C(=O)NC(CCC(=O)O)C(=O)O. (6) Drug 1: C1=C(C(=O)NC(=O)N1)N(CCCl)CCCl. Drug 2: C1CC(C1)(C(=O)O)C(=O)O.[NH2-].[NH2-].[Pt+2]. Cell line: MDA-MB-435. Synergy scores: CSS=12.1, Synergy_ZIP=-1.42, Synergy_Bliss=0.347, Synergy_Loewe=-1.68, Synergy_HSA=-1.69. (7) Drug 1: C1CCC(CC1)NC(=O)N(CCCl)N=O. Drug 2: C1=C(C(=O)NC(=O)N1)F. Cell line: MCF7. Synergy scores: CSS=32.4, Synergy_ZIP=-2.85, Synergy_Bliss=-2.29, Synergy_Loewe=-2.90, Synergy_HSA=1.45. (8) Drug 1: CNC(=O)C1=CC=CC=C1SC2=CC3=C(C=C2)C(=NN3)C=CC4=CC=CC=N4. Drug 2: C1C(C(OC1N2C=NC3=C(N=C(N=C32)Cl)N)CO)O. Cell line: MOLT-4. Synergy scores: CSS=74.3, Synergy_ZIP=1.97, Synergy_Bliss=5.55, Synergy_Loewe=-9.19, Synergy_HSA=7.31. (9) Drug 1: CC1=CC=C(C=C1)C2=CC(=NN2C3=CC=C(C=C3)S(=O)(=O)N)C(F)(F)F. Drug 2: CC1C(C(CC(O1)OC2CC(CC3=C2C(=C4C(=C3O)C(=O)C5=C(C4=O)C(=CC=C5)OC)O)(C(=O)CO)O)N)O.Cl. Cell line: HOP-92. Synergy scores: CSS=34.7, Synergy_ZIP=-3.81, Synergy_Bliss=0.435, Synergy_Loewe=-11.7, Synergy_HSA=1.55. (10) Drug 1: CCC1(CC2CC(C3=C(CCN(C2)C1)C4=CC=CC=C4N3)(C5=C(C=C6C(=C5)C78CCN9C7C(C=CC9)(C(C(C8N6C=O)(C(=O)OC)O)OC(=O)C)CC)OC)C(=O)OC)O.OS(=O)(=O)O. Drug 2: CC1CCC2CC(C(=CC=CC=CC(CC(C(=O)C(C(C(=CC(C(=O)CC(OC(=O)C3CCCCN3C(=O)C(=O)C1(O2)O)C(C)CC4CCC(C(C4)OC)OCCO)C)C)O)OC)C)C)C)OC. Cell line: M14. Synergy scores: CSS=10.5, Synergy_ZIP=-0.980, Synergy_Bliss=0.438, Synergy_Loewe=-1.58, Synergy_HSA=-0.892.